Dataset: Full USPTO retrosynthesis dataset with 1.9M reactions from patents (1976-2016). Task: Predict the reactants needed to synthesize the given product. (1) Given the product [N-:1]([S:2]([C:5]([F:8])([F:6])[F:7])(=[O:4])=[O:3])[S:9]([C:12]([F:15])([F:14])[F:13])(=[O:11])=[O:10].[CH3:18][N+:19]1[CH:23]=[CH:22][N:21]([CH2:24][CH2:25][CH2:26][CH2:27][CH2:28][CH2:29][CH2:30][CH2:31][CH2:32][CH2:33][CH2:34][CH2:35][CH2:36][CH2:37][CH2:38][CH3:39])[CH:20]=1, predict the reactants needed to synthesize it. The reactants are: [N-:1]([S:9]([C:12]([F:15])([F:14])[F:13])(=[O:11])=[O:10])[S:2]([C:5]([F:8])([F:7])[F:6])(=[O:4])=[O:3].[Li+].[Br-].[CH3:18][N+:19]1[CH:23]=[CH:22][N:21]([CH2:24][CH2:25][CH2:26][CH2:27][CH2:28][CH2:29][CH2:30][CH2:31][CH2:32][CH2:33][CH2:34][CH2:35][CH2:36][CH2:37][CH2:38][CH3:39])[CH:20]=1. (2) Given the product [C:8]1([C:6]2[CH:5]=[CH:4][N:3]=[C:2]([CH:25]=[O:26])[CH:7]=2)[CH:13]=[CH:12][CH:11]=[CH:10][CH:9]=1, predict the reactants needed to synthesize it. The reactants are: Br[C:2]1[CH:7]=[C:6]([C:8]2[CH:13]=[CH:12][CH:11]=[CH:10][CH:9]=2)[CH:5]=[CH:4][N:3]=1.[Li]CCCC.N1([CH:25]=[O:26])CCCCC1.[NH4+].[Cl-]. (3) Given the product [CH2:1]([N:3]([CH2:11][C:12]1[N:13]=[C:14]2[S:21][C:20]([CH3:22])=[C:19]([CH:23]3[CH2:25][CH:24]3[C:26]([NH2:31])=[O:28])[N:15]2[C:16](=[O:18])[CH:17]=1)[C:4]1[CH:9]=[CH:8][C:7]([F:10])=[CH:6][CH:5]=1)[CH3:2], predict the reactants needed to synthesize it. The reactants are: [CH2:1]([N:3]([CH2:11][C:12]1[N:13]=[C:14]2[S:21][C:20]([CH3:22])=[C:19]([CH:23]3[CH2:25][CH:24]3[C:26]([OH:28])=O)[N:15]2[C:16](=[O:18])[CH:17]=1)[C:4]1[CH:9]=[CH:8][C:7]([F:10])=[CH:6][CH:5]=1)[CH3:2].C([N:31](CC)CC)C.ClC(OC(C)C)=O.N.CO. (4) Given the product [F:30][C:27]1[CH:28]=[CH:29][C:24]([CH2:23][O:3][C:4]2[C:5]3[N:6]([C:17]([CH3:21])=[C:18]([CH3:20])[N:19]=3)[CH:7]=[C:8]([N:10]3[CH:15]=[CH:14][CH:13]=[CH:12][C:11]3=[O:16])[CH:9]=2)=[CH:25][CH:26]=1, predict the reactants needed to synthesize it. The reactants are: [H-].[Na+].[OH:3][C:4]1[C:5]2[N:6]([C:17]([CH3:21])=[C:18]([CH3:20])[N:19]=2)[CH:7]=[C:8]([N:10]2[CH:15]=[CH:14][CH:13]=[CH:12][C:11]2=[O:16])[CH:9]=1.Br[CH2:23][C:24]1[CH:29]=[CH:28][C:27]([F:30])=[CH:26][CH:25]=1. (5) Given the product [CH3:71][N:72]([CH2:74][C:75]1[CH:80]=[CH:79][CH:78]=[CH:77][C:76]=1[C:64]1[CH:65]=[CH:66][CH:67]=[C:62]([N:41]2[C:40]3[N:69]=[CH:70][C:37]([F:36])=[CH:38][C:39]=3[C:44](=[O:45])[N:43]([C@@H:46]3[CH2:47][CH2:48][C@H:49]([NH:52][C:53](=[O:60])[C@H:54]4[CH2:58][CH2:57][CH2:56][N:55]4[CH3:59])[CH2:50][CH2:51]3)[C:42]2=[O:61])[CH:63]=1)[CH3:73], predict the reactants needed to synthesize it. The reactants are: C1(P(C2CCCCC2)C2C=CC=CC=2C2C(OC)=CC=CC=2OC)CCCCC1.C(=O)([O-])[O-].[K+].[K+].[F:36][C:37]1[CH:70]=[N:69][C:40]2[N:41]([C:62]3[CH:67]=[CH:66][CH:65]=[C:64](I)[CH:63]=3)[C:42](=[O:61])[N:43]([C@@H:46]3[CH2:51][CH2:50][C@H:49]([NH:52][C:53](=[O:60])[C@H:54]4[CH2:58][CH2:57][CH2:56][N:55]4[CH3:59])[CH2:48][CH2:47]3)[C:44](=[O:45])[C:39]=2[CH:38]=1.[CH3:71][N:72]([CH2:74][C:75]1[CH:80]=[CH:79][CH:78]=[CH:77][C:76]=1B(O)O)[CH3:73]. (6) Given the product [CH2:15]([O:14][C:12](=[O:13])[CH2:11][CH:10]([N:22]1[CH:26]=[CH:25][N:24]([C:27]2[CH:28]=[CH:29][C:30]([C:33]3[CH:34]=[CH:35][CH:36]=[CH:37][CH:38]=3)=[CH:31][CH:32]=2)[CH2:23]1)[C:9]([OH:39])=[O:8])[C:16]1[CH:21]=[CH:20][CH:19]=[CH:18][CH:17]=1, predict the reactants needed to synthesize it. The reactants are: C([O:8][C:9](=[O:39])[CH:10]([N:22]1[CH:26]=[CH:25][N:24]([C:27]2[CH:32]=[CH:31][C:30]([C:33]3[CH:38]=[CH:37][CH:36]=[CH:35][CH:34]=3)=[CH:29][CH:28]=2)[CH2:23]1)[CH2:11][C:12]([O:14][CH2:15][C:16]1[CH:21]=[CH:20][CH:19]=[CH:18][CH:17]=1)=[O:13])C1C=CC=CC=1. (7) Given the product [O:1]([CH2:2][C:3]1[CH:4]=[CH:5][C:6]([C:7]([OH:9])=[O:8])=[CH:10][CH:11]=1)[Si:12]([C:15]([CH3:18])([CH3:17])[CH3:16])([CH3:14])[CH3:13], predict the reactants needed to synthesize it. The reactants are: [OH:1][CH2:2][C:3]1[CH:11]=[CH:10][C:6]([C:7]([OH:9])=[O:8])=[CH:5][CH:4]=1.[Si:12](Cl)([C:15]([CH3:18])([CH3:17])[CH3:16])([CH3:14])[CH3:13].N1C=CN=C1.